This data is from Forward reaction prediction with 1.9M reactions from USPTO patents (1976-2016). The task is: Predict the product of the given reaction. (1) Given the reactants CON(C)[C:4]([CH:6]1[CH2:11][CH2:10][CH2:9][N:8]([C:12]([O:14][C:15]([CH3:18])([CH3:17])[CH3:16])=[O:13])[CH2:7]1)=[O:5].[CH3:20][Mg]Br, predict the reaction product. The product is: [C:4]([CH:6]1[CH2:11][CH2:10][CH2:9][N:8]([C:12]([O:14][C:15]([CH3:16])([CH3:17])[CH3:18])=[O:13])[CH2:7]1)(=[O:5])[CH3:20]. (2) Given the reactants [CH3:1][C:2]1[N:3]=[C:4]([NH:11][C:12](=[S:20])OC2C=CC=CC=2)[C:5]([O:9][CH3:10])=[N:6][C:7]=1[CH3:8].[Cl:21][C:22]1[CH:23]=[C:24]([N:29]2[CH2:34][CH2:33][NH:32][CH2:31][CH2:30]2)[CH:25]=[C:26]([Cl:28])[CH:27]=1, predict the reaction product. The product is: [CH3:1][C:2]1[N:3]=[C:4]([NH:11][C:12]([N:32]2[CH2:31][CH2:30][N:29]([C:24]3[CH:23]=[C:22]([Cl:21])[CH:27]=[C:26]([Cl:28])[CH:25]=3)[CH2:34][CH2:33]2)=[S:20])[C:5]([O:9][CH3:10])=[N:6][C:7]=1[CH3:8].